Task: Predict the reaction yield, written as a fraction of the theoretical maximum amount of product (1.0 means a 100% yield; for example, 0.34 means a 34% yield).. Dataset: Reaction yield outcomes from USPTO patents with 853,638 reactions (1) The reactants are [N:1]([C:4]([O:6][CH2:7][CH3:8])=[O:5])=[C:2]=[S:3].[CH:9]1[CH:10]=[CH:11][C:12]([N:15]2[CH2:20][CH2:19][NH:18][CH2:17][CH2:16]2)=[CH:13][CH:14]=1. The catalyst is CC(C)=O. The product is [C:12]1([N:15]2[CH2:20][CH2:19][N:18]([C:2]([NH:1][C:4](=[O:5])[O:6][CH2:7][CH3:8])=[S:3])[CH2:17][CH2:16]2)[CH:13]=[CH:14][CH:9]=[CH:10][CH:11]=1. The yield is 0.730. (2) The reactants are [S:1]1[CH:5]=[CH:4][CH:3]=[CH:2]1.[Li]CCCC.[CH2:11](Br)[CH2:12][CH2:13][CH2:14][CH2:15][CH3:16].O. The catalyst is C1COCC1.CCCCCC. The product is [CH2:11]([C:2]1[S:1][CH:5]=[CH:4][CH:3]=1)[CH2:12][CH2:13][CH2:14][CH2:15][CH3:16]. The yield is 0.750. (3) The reactants are Br[C:2]1[CH:8]=[C:7]([Cl:9])[CH:6]=[CH:5][C:3]=1[NH2:4].[CH3:10][C:11]1([CH3:27])[C:15]([CH3:17])([CH3:16])[O:14][B:13]([B:13]2[O:14][C:15]([CH3:17])([CH3:16])[C:11]([CH3:27])([CH3:10])[O:12]2)[O:12]1.CC([O-])=O.[K+]. The catalyst is C1C=CC(P(C2C=CC=CC=2)[C-]2C=CC=C2)=CC=1.C1C=CC(P(C2C=CC=CC=2)[C-]2C=CC=C2)=CC=1.Cl[Pd]Cl.[Fe+2].C(Cl)Cl.CS(C)=O. The product is [Cl:9][C:7]1[CH:6]=[CH:5][C:3]([NH2:4])=[C:2]([B:13]2[O:14][C:15]([CH3:17])([CH3:16])[C:11]([CH3:27])([CH3:10])[O:12]2)[CH:8]=1. The yield is 0.860. (4) The reactants are [CH3:22][C:17]1[CH:18]=[CH:19][CH:20]=[CH:21][C:16]=1P([C:16]1[CH:21]=[CH:20][CH:19]=[CH:18][C:17]=1[CH3:22])[C:16]1[CH:21]=[CH:20][CH:19]=[CH:18][C:17]=1[CH3:22].C(N(CC)C(C)C)(C)C.[O:32]1[CH:36]=[CH:35][CH2:34][CH2:33]1.C(OCC)(=[O:39])C. The catalyst is C1(C)C=CC=CC=1.CCCCCC.C1C=CC(/C=C/C(/C=C/C2C=CC=CC=2)=O)=CC=1.C1C=CC(/C=C/C(/C=C/C2C=CC=CC=2)=O)=CC=1.C1C=CC(/C=C/C(/C=C/C2C=CC=CC=2)=O)=CC=1.[Pd].[Pd]. The product is [O:32]1[CH:33]=[CH:34][CH2:35][CH:36]1[C:19]1[CH:18]=[C:17]([CH:16]=[CH:21][CH:20]=1)[CH:22]=[O:39]. The yield is 0.620.